This data is from Full USPTO retrosynthesis dataset with 1.9M reactions from patents (1976-2016). The task is: Predict the reactants needed to synthesize the given product. Given the product [CH2:28]([O:27][C:25]([NH:24][C@@H:20]([CH2:19][CH2:18][NH:17][CH:7]1[CH2:6][CH2:5][N:4]([C:9]([O:11][C:12]([CH3:15])([CH3:14])[CH3:13])=[O:10])[CH2:3][C:2]1([CH3:16])[CH3:1])[C:21]([OH:23])=[O:22])=[O:26])[C:29]1[CH:30]=[CH:31][CH:32]=[CH:33][CH:34]=1, predict the reactants needed to synthesize it. The reactants are: [CH3:1][C:2]1([CH3:16])[C:7](=O)[CH2:6][CH2:5][N:4]([C:9]([O:11][C:12]([CH3:15])([CH3:14])[CH3:13])=[O:10])[CH2:3]1.[NH2:17][CH2:18][CH2:19][C@H:20]([NH:24][C:25]([O:27][CH2:28][C:29]1[CH:34]=[CH:33][CH:32]=[CH:31][CH:30]=1)=[O:26])[C:21]([OH:23])=[O:22].[BH3-]C#N.[Na+].